This data is from Experimentally validated miRNA-target interactions with 360,000+ pairs, plus equal number of negative samples. The task is: Binary Classification. Given a miRNA mature sequence and a target amino acid sequence, predict their likelihood of interaction. (1) The miRNA is hsa-miR-1256 with sequence AGGCAUUGACUUCUCACUAGCU. The protein sequence of the target gene is MLRACQLSGVTAAAQSCLCGKFVLRPLRPCRRYSTSGSSGLTTGKIAGAGLLFVGGGIGGTILYAKWDSHFRESVEKTIPYSDKLFEMVLGPAAYNVPLPKKSIQSGPLKISSVSEVMKESKQPASQLQKQKGDTPASATAPTEAAQIISAAGDTLSVPAPAVQPEESLKTDHPEIGEGKPTPALSEEASSSSIRERPPEEVAARLAQQEKQEQVKIESLAKSLEDALRQTASVTLQAIAAQNAAVQAVNAHSNILKAAMDNSEIAGEKKSAQWRTVEGALKERRKAVDEAADALLKAKE.... Result: 0 (no interaction). (2) Result: 1 (interaction). The miRNA is hsa-miR-4482-3p with sequence UUUCUAUUUCUCAGUGGGGCUC. The protein sequence of the target gene is MAENGKNCDQRRVAMNKEHHNGNFTDPSSVNEKKRREREERQNIVLWRQPLITLQYFSLEILVILKEWTSKLWHRQSIVVSFLLLLAVLIATYYVEGVHQQYVQRIEKQFLLYAYWIGLGILSSVGLGTGLHTFLLYLGPHIASVTLAAYECNSVNFPEPPYPDQIICPDEEGTEGTISLWSIISKVRIEACMWGIGTAIGELPPYFMARAARLSGAEPDDEEYQEFEEMLEHAESAQDFASRAKLAVQKLVQKVGFFGILACASIPNPLFDLAGITCGHFLVPFWTFFGATLIGKAIIK.... (3) The miRNA is hsa-miR-586 with sequence UAUGCAUUGUAUUUUUAGGUCC. The protein sequence of the target gene is MVSCWDTAVLPYALLGCLLLTGYGSGSKLKVPELSLKGTQHVMQAGQTLFLKCRGEAAHSWSLPTTVSQEDKRLSITPPSACGRDNRQFCSTLTLDTAQANHTGLYTCRYLPTSTSKKKKAESSIYIFVSDAGSPFIEMHTDIPKLVHMTEGRQLIIPCRVTSPNVTVTLKKFPFDTLTPDGQRITWDSRRGFIIANATYKEIGLLNCEATVNGHLYQTNYLTHRQTNTILDVQIRPPSPVRLLHGQTLVLNCTATTELNTRVQMSWNYPGKATKRASIRQRIDRSHSHNNVFHSVLKIN.... Result: 0 (no interaction). (4) The protein sequence of the target gene is MAPAEILNGKEISAQIRARLKNQVTQLKEQVPGFTPRLAILQVGNRDDSNLYINVKLKAAEEIGIKATHIKLPRTTTESEVMKYITSLNEDSTVHGFLVQLPLDSENSINTEEVINAIAPEKDVDGLTSINAGRLARGDLNDCFIPCTPKGCLELIKETGVPIAGRHAVVVGRSKIVGAPMHDLLLWNNATVTTCHSKTAHLDEEVNKGDILVVATGQPEMVKGEWIKPGAIVIDCGINYVPDDKKPNGRKVVGDVAYDEAKERASFITPVPGGVGPMTVAMLMQSTVESAKRFLEKFKP.... The miRNA is hsa-miR-665 with sequence ACCAGGAGGCUGAGGCCCCU. Result: 1 (interaction). (5) The miRNA is hsa-miR-3152-5p with sequence AUUGCCUCUGUUCUAACACAAG. The protein sequence of the target gene is MPGGKRGLVAPQNTFLENIVRRSSESSFLLGNAQIVDWPVVYSNDGFCKLSGYHRADVMQKSSTCSFMYGELTDKKTIEKVRQTFDNYESNCFEVLLYKKNRTPVWFYMQIAPIRNEHEKVVLFLCTFKDITLFKQPIEDDSTKGWTKFARLTRALTNSRSVLQQLTPMNKTEVVHKHSRLAEVLQLGSDILPQYKQEAPKTPPHIILHYCAFKTTWDWVILILTFYTAIMVPYNVSFKTKQNNIAWLVLDSVVDVIFLVDIVLNFHTTFVGPGGEVISDPKLIRMNYLKTWFVIDLLSC.... Result: 0 (no interaction). (6) The miRNA is hsa-miR-6770-5p with sequence UGAGAAGGCACAGCUUGCACGUGA. The protein sequence of the target gene is MASSKLREPVDEVFDLDLAVPETARLDSSLHKARAQLLAKGRRHRPSRSRLRDSASSAEDGEGSDGPGGKVTDGCGSPLHRLRSPLHSGPGSPAGGSFCLDPPGLRRSLDEDEPPPSPLTRYRPLHNAASHEGLAAASCSPPRSAPSSDSSPSFVRRHPRAEPHSEDDSRDASPPEPASPTIGLDKKTRRKFLDLGVTLRRASTGKSRKEKGSNRLSMGSRESVEGSGRSGGSPFLPFSWFTDSGKGSASSGSTTSPTCSPKHEGFSPKKSASQESTLSDDSTPPSSSPKIPSGPWQEAK.... Result: 1 (interaction). (7) The miRNA is rno-miR-214-3p with sequence ACAGCAGGCACAGACAGGCAG. The protein sequence of the target gene is MTLNTEQEAKTPLHRRASTPLPLSPRGHQPGRLSTVPSTQSQHPRLGQSASLNPPTQKPSPAPDDWSSESSDSEGSWEALYRVVLLGDPGVGKTSLASLFAGKQERDLHEQLGEDVYERTLTVDGEDTTLVVVDTWEAEKLDKSWSQESCLQGGSAYVIVYSIADRGSFESASELRIQLRRTHQADHVPIILVGNKADLARCREVSVEEGRACAVVFDCKFIETSATLQHNVAELFEGVVRQLRLRRRDSAAKEPPAPRRPASLAQRARRFLARLTARSARRRALKARSKSCHNLAVL. Result: 1 (interaction).